This data is from Full USPTO retrosynthesis dataset with 1.9M reactions from patents (1976-2016). The task is: Predict the reactants needed to synthesize the given product. (1) Given the product [C:1]([O:7][CH2:8][CH3:9])(=[O:6])/[CH:2]=[CH:3]\[CH2:4][CH3:5], predict the reactants needed to synthesize it. The reactants are: [C:1]([O:7][CH2:8][CH3:9])(=[O:6])[C:2]#[C:3][CH2:4][CH3:5]. (2) Given the product [CH:15]1([NH:21][C:2]2[CH:7]=[CH:6][C:5]([S:8]([NH2:11])(=[O:10])=[O:9])=[CH:4][C:3]=2[N+:12]([O-:14])=[O:13])[CH2:20][CH2:19][CH2:18][CH2:17][CH2:16]1, predict the reactants needed to synthesize it. The reactants are: Cl[C:2]1[CH:7]=[CH:6][C:5]([S:8]([NH2:11])(=[O:10])=[O:9])=[CH:4][C:3]=1[N+:12]([O-:14])=[O:13].[CH:15]1([NH2:21])[CH2:20][CH2:19][CH2:18][CH2:17][CH2:16]1.C(N(CC)CC)C. (3) Given the product [CH:9]1[C:10]2[C:15](=[CH:14][CH:13]=[CH:12][CH:11]=2)[CH:16]=[CH:17][C:8]=1[C:5]1[N:6]=[N:7][C:2]([N:27]2[CH2:31][CH2:30][CH2:29][CH2:28]2)=[CH:3][C:4]=1[C:18]1[CH:23]=[CH:22][N:21]=[CH:20][CH:19]=1, predict the reactants needed to synthesize it. The reactants are: Br[C:2]1[N:7]=[N:6][C:5]([C:8]2[CH:17]=[CH:16][C:15]3[C:10](=[CH:11][CH:12]=[CH:13][CH:14]=3)[CH:9]=2)=[C:4]([C:18]2[CH:23]=[CH:22][N:21]=[CH:20][CH:19]=2)[CH:3]=1.C(O)C.[NH:27]1[CH2:31][CH2:30][CH2:29][CH2:28]1. (4) Given the product [CH2:6]1[C:7]2([CH2:8][CH2:9][NH:10][CH2:11][CH2:12]2)[CH2:2][CH2:3][N:4]([C:13]([C:22]2[CH:26]=[CH:27][N:28]=[CH:29][C:21]=2[NH2:20])=[O:15])[CH2:5]1, predict the reactants needed to synthesize it. The reactants are: Cl.[CH2:2]1[C:7]2([CH2:12][CH2:11][NH:10][CH2:9][CH2:8]2)[CH2:6][CH2:5][N:4]([C:13]([O:15]C(C)(C)C)=O)[CH2:3]1.[NH2:20][C:21]1[CH:29]=[N:28][CH:27]=[CH:26][C:22]=1C(O)=O. (5) The reactants are: [CH3:1][O:2][C:3]([C:5]1[S:6][C:7]([C:27]#[C:28][C:29]([CH3:32])([CH3:31])[CH3:30])=[CH:8][C:9]=1[N:10]([C:18]([C@H:20]1[CH2:25][CH2:24][C@H:23]([CH3:26])[CH2:22][CH2:21]1)=[O:19])[CH:11]1[CH2:16][CH2:15][C:14](=[O:17])[CH2:13][CH2:12]1)=[O:4].O.[BH4-].[Na+].Cl. Given the product [CH3:1][O:2][C:3]([C:5]1[S:6][C:7]([C:27]#[C:28][C:29]([CH3:30])([CH3:32])[CH3:31])=[CH:8][C:9]=1[N:10]([CH:11]1[CH2:12][CH2:13][CH:14]([OH:17])[CH2:15][CH2:16]1)[C:18]([C@H:20]1[CH2:25][CH2:24][C@H:23]([CH3:26])[CH2:22][CH2:21]1)=[O:19])=[O:4], predict the reactants needed to synthesize it. (6) Given the product [Br:1][C:2]1[CH:7]=[CH:6][C:5]([S:8][CH3:13])=[CH:4][C:3]=1[Cl:9], predict the reactants needed to synthesize it. The reactants are: [Br:1][C:2]1[CH:7]=[CH:6][C:5]([SH:8])=[CH:4][C:3]=1[Cl:9].[H-].[Na+].I[CH3:13]. (7) Given the product [CH3:13][C:12]1[C:7]([NH:23][CH:24]2[CH2:29][CH2:28][CH2:27][CH2:26][CH:25]2[OH:30])=[N:8][C:9]([NH:15][CH2:16][C:17]2[CH:22]=[CH:21][CH:20]=[CH:19][N:18]=2)=[N:10][C:11]=1[CH3:14], predict the reactants needed to synthesize it. The reactants are: C1(N[C:7]2[C:12]([CH3:13])=[C:11]([CH3:14])[N:10]=[C:9]([NH:15][CH2:16][C:17]3[CH:22]=[CH:21][CH:20]=[CH:19][N:18]=3)[N:8]=2)CCCC1.[NH2:23][CH:24]1[CH2:29][CH2:28][CH2:27][CH2:26][CH:25]1[OH:30].